This data is from Full USPTO retrosynthesis dataset with 1.9M reactions from patents (1976-2016). The task is: Predict the reactants needed to synthesize the given product. (1) Given the product [CH:29]([C:24]1[C:16]([F:15])=[C:17]([CH:21]=[C:22]([F:26])[C:23]=1[F:25])[C:18]([OH:20])=[O:19])=[O:30], predict the reactants needed to synthesize it. The reactants are: C[Si](C)(C)N[Si](C)(C)C.C([Li])CCC.[F:15][C:16]1[CH:24]=[C:23]([F:25])[C:22]([F:26])=[CH:21][C:17]=1[C:18]([OH:20])=[O:19].CN(C)[CH:29]=[O:30].[Cl-].[NH4+].Cl. (2) The reactants are: C[O:2][C:3]([C:5]1[S:9][C:8]([N:10]2[C:14]3[CH:15]=[C:16]([O:21][CH3:22])[C:17]([O:19][CH3:20])=[CH:18][C:13]=3[N:12]=[CH:11]2)=[N:7][C:6]=1Br)=[O:4].[Br:24][C:25]1[CH:26]=[C:27](B(O)O)[CH:28]=[CH:29][CH:30]=1. Given the product [Br:24][C:25]1[CH:30]=[C:29]([C:6]2[N:7]=[C:8]([N:10]3[C:14]4[CH:15]=[C:16]([O:21][CH3:22])[C:17]([O:19][CH3:20])=[CH:18][C:13]=4[N:12]=[CH:11]3)[S:9][C:5]=2[C:3]([OH:2])=[O:4])[CH:28]=[CH:27][CH:26]=1, predict the reactants needed to synthesize it. (3) Given the product [CH3:3][CH:4]1[CH2:13][C:12]2[C:11]([OH:14])=[CH:10][CH:9]=[CH:8][C:7]=2[O:6][CH2:5]1, predict the reactants needed to synthesize it. The reactants are: O.Cl.[CH3:3][CH:4]1[CH2:13][C:12]2[C:7](=[CH:8][CH:9]=[CH:10][C:11]=2[O:14]COC)[O:6][CH2:5]1. (4) Given the product [CH2:4]([C:3]1[N:9]=[C:10]2[CH:11]=[CH:12][C:13]([N:16]3[CH2:17][CH2:18][N:19]([C:22]([C:24]4[CH:29]=[CH:28][CH:27]=[CH:26][C:25]=4[C:30]([F:33])([F:32])[F:31])=[O:23])[CH2:20][CH2:21]3)=[N:14][N:15]2[CH:2]=1)[CH2:5][CH2:6][CH3:7], predict the reactants needed to synthesize it. The reactants are: Br[CH2:2][C:3](=O)[CH2:4][CH2:5][CH2:6][CH3:7].[NH2:9][C:10]1[N:15]=[N:14][C:13]([N:16]2[CH2:21][CH2:20][N:19]([C:22]([C:24]3[CH:29]=[CH:28][CH:27]=[CH:26][C:25]=3[C:30]([F:33])([F:32])[F:31])=[O:23])[CH2:18][CH2:17]2)=[CH:12][CH:11]=1. (5) Given the product [C:4]([O:3][C:1]([N:8]1[CH2:15][CH2:14][CH2:13][C@H:9]1[C:10]([O:12][C@H:32]1[CH2:31][O:35][C@H:34]2[C@H:33]1[O:38][CH2:37][C@H:36]2[O:39][N+:40]([O-:42])=[O:41])=[O:11])=[O:2])([CH3:7])([CH3:6])[CH3:5], predict the reactants needed to synthesize it. The reactants are: [C:1]([N:8]1[CH2:15][CH2:14][CH2:13][C@H:9]1[C:10]([OH:12])=[O:11])([O:3][C:4]([CH3:7])([CH3:6])[CH3:5])=[O:2].C1(N=C=NC2CCCCC2)CCCCC1.[CH2:31]1[O:35][C@@H:34]2[C@H:36]([O:39][N+:40]([O-:42])=[O:41])[CH2:37][O:38][C@@H:33]2[C@H:32]1O. (6) Given the product [F:13][C:14]1[CH:19]=[CH:18][C:17]([I:20])=[CH:16][C:15]=1[C:21]([OH:23])=[O:22], predict the reactants needed to synthesize it. The reactants are: N(C(C)C)C(C)C.C([Li])CCC.[F:13][C:14]1[CH:19]=[CH:18][C:17]([I:20])=[CH:16][CH:15]=1.[C:21](=[O:23])=[O:22].[OH-].[Na+].